From a dataset of Full USPTO retrosynthesis dataset with 1.9M reactions from patents (1976-2016). Predict the reactants needed to synthesize the given product. Given the product [C:1]([N:5]([C:6]1[CH:11]=[CH:10][CH:9]=[CH:8][CH:7]=1)[CH:12]=[O:13])([CH3:4])([CH3:2])[CH3:3], predict the reactants needed to synthesize it. The reactants are: [C:1]([NH:5][C:6]1[CH:11]=[CH:10][CH:9]=[CH:8][CH:7]=1)([CH3:4])([CH3:3])[CH3:2].[CH:12](OC(=O)C)=[O:13].[OH-].[Na+].